From a dataset of Forward reaction prediction with 1.9M reactions from USPTO patents (1976-2016). Predict the product of the given reaction. (1) Given the reactants [N:1]1([C:6]2[CH:7]=[C:8]([N:12]([C:15]3[CH:20]=[CH:19][C:18]([N:21]4[CH:25]=[CH:24][CH:23]=[CH:22]4)=[CH:17][N:16]=3)C=O)[CH:9]=[CH:10][CH:11]=2)[CH:5]=[CH:4][N:3]=[CH:2]1.[OH-].[Na+], predict the reaction product. The product is: [N:1]1([C:6]2[CH:7]=[C:8]([NH:12][C:15]3[CH:20]=[CH:19][C:18]([N:21]4[CH:25]=[CH:24][CH:23]=[CH:22]4)=[CH:17][N:16]=3)[CH:9]=[CH:10][CH:11]=2)[CH:5]=[CH:4][N:3]=[CH:2]1. (2) Given the reactants [Cl:1][C:2]1[CH:7]=[CH:6][C:5]([C@H:8]([C:21](=[O:43])[N:22]2[CH2:27][CH2:26][N:25]([C:28]3[C:33]([C:34]4[CH:39]=[CH:38][CH:37]=[CH:36][CH:35]=4)=[CH:32][N:31]=[C:30]4[NH:40][CH:41]=[CH:42][C:29]=34)[CH2:24][CH2:23]2)[CH2:9][N:10]([CH:18]([CH3:20])[CH3:19])C(=O)OC(C)(C)C)=[CH:4][CH:3]=1.C(O)(C(F)(F)F)=O.C1(N)C(F)=C(F)C(F)=C(N)C=1F.Cl.Cl, predict the reaction product. The product is: [Cl:1][C:2]1[CH:7]=[CH:6][C:5]([C@@H:8]([CH2:9][NH:10][CH:18]([CH3:20])[CH3:19])[C:21]([N:22]2[CH2:23][CH2:24][N:25]([C:28]3[C:33]([C:34]4[CH:39]=[CH:38][CH:37]=[CH:36][CH:35]=4)=[CH:32][N:31]=[C:30]4[NH:40][CH:41]=[CH:42][C:29]=34)[CH2:26][CH2:27]2)=[O:43])=[CH:4][CH:3]=1. (3) Given the reactants [NH2:1][C:2]1[CH:11]=[CH:10][CH:9]=[C:8]2[C:3]=1[CH:4]=[CH:5][N:6]([C:13]1[C:14]([F:19])=[N:15][CH:16]=[CH:17][CH:18]=1)[C:7]2=[O:12].[Cl:20][C:21]1[CH:26]=[CH:25][C:24]([CH2:27][C:28](O)=[O:29])=[CH:23][C:22]=1[C:31]([F:34])([F:33])[F:32].F[P-](F)(F)(F)(F)F.C[N+](C)=C(N(C)C)ON1C2N=CC=CC=2N=N1.C(N(CC)C(C)C)(C)C, predict the reaction product. The product is: [Cl:20][C:21]1[CH:26]=[CH:25][C:24]([CH2:27][C:28]([NH:1][C:2]2[CH:11]=[CH:10][CH:9]=[C:8]3[C:3]=2[CH:4]=[CH:5][N:6]([C:13]2[C:14]([F:19])=[N:15][CH:16]=[CH:17][CH:18]=2)[C:7]3=[O:12])=[O:29])=[CH:23][C:22]=1[C:31]([F:32])([F:33])[F:34]. (4) Given the reactants [C:1]([O:5][C:6](=[O:21])[CH2:7][O:8][C:9]1[C:14]2[CH2:15][CH2:16][CH2:17][CH2:18][CH:19]([NH2:20])[C:13]=2[CH:12]=[CH:11][CH:10]=1)([CH3:4])([CH3:3])[CH3:2].C(N(C(C)C)CC)(C)C.[Br:31][C:32]1[CH:33]=[CH:34][C:35]([S:38](Cl)(=[O:40])=[O:39])=[N:36][CH:37]=1, predict the reaction product. The product is: [C:1]([O:5][C:6](=[O:21])[CH2:7][O:8][C:9]1[C:14]2[CH2:15][CH2:16][CH2:17][CH2:18][CH:19]([NH:20][S:38]([C:35]3[CH:34]=[CH:33][C:32]([Br:31])=[CH:37][N:36]=3)(=[O:40])=[O:39])[C:13]=2[CH:12]=[CH:11][CH:10]=1)([CH3:4])([CH3:2])[CH3:3]. (5) Given the reactants C[O:2][C:3](=[O:16])[CH2:4][O:5][C:6]1[CH:11]=[C:10]([O:12][CH3:13])[C:9]([SH:14])=[CH:8][C:7]=1[CH3:15].Cl[CH2:18][C:19]1[CH:23]=[C:22]([C:24]2[CH:29]=[CH:28][C:27]([Cl:30])=[CH:26][CH:25]=2)[O:21][N:20]=1, predict the reaction product. The product is: [Cl:30][C:27]1[CH:26]=[CH:25][C:24]([C:22]2[O:21][N:20]=[C:19]([CH2:18][S:14][C:9]3[C:10]([O:12][CH3:13])=[CH:11][C:6]([O:5][CH2:4][C:3]([OH:2])=[O:16])=[C:7]([CH3:15])[CH:8]=3)[CH:23]=2)=[CH:29][CH:28]=1. (6) Given the reactants C([NH:4][C@@H:5]([CH2:10][C:11]1[CH:16]=[CH:15][C:14]([O:17][C:18]([F:21])([F:20])[F:19])=[CH:13][CH:12]=1)[C:6]([O:8]C)=[O:7])(=O)C.[ClH:22], predict the reaction product. The product is: [ClH:22].[NH2:4][C@@H:5]([CH2:10][C:11]1[CH:12]=[CH:13][C:14]([O:17][C:18]([F:19])([F:20])[F:21])=[CH:15][CH:16]=1)[C:6]([OH:8])=[O:7].